The task is: Predict the product of the given reaction.. This data is from Forward reaction prediction with 1.9M reactions from USPTO patents (1976-2016). (1) Given the reactants [CH2:1]([N:8]1[CH2:13][CH2:12][N:11]([CH2:14][C:15]2[CH:20]=[CH:19][CH:18]=[CH:17][CH:16]=2)[CH2:10][C@@H:9]1[CH:21]=[CH2:22])[C:2]1[CH:7]=[CH:6][CH:5]=[CH:4][CH:3]=1.B1C2CCCC1CCC2.[OH:32]O.[OH-].[Na+], predict the reaction product. The product is: [CH2:1]([N:8]1[CH2:13][CH2:12][N:11]([CH2:14][C:15]2[CH:20]=[CH:19][CH:18]=[CH:17][CH:16]=2)[CH2:10][C@@H:9]1[CH2:21][CH2:22][OH:32])[C:2]1[CH:3]=[CH:4][CH:5]=[CH:6][CH:7]=1. (2) Given the reactants [OH:1][C:2]1[C:11]([N+:12]([O-:14])=[O:13])=[CH:10][C:5]([C:6]([O:8][CH3:9])=[O:7])=[C:4]([CH3:15])[CH:3]=1.C(=O)([O-])[O-].[K+].[K+].[CH2:22](Br)[C:23]1[CH:28]=[CH:27][CH:26]=[CH:25][CH:24]=1.O, predict the reaction product. The product is: [CH2:22]([O:1][C:2]1[C:11]([N+:12]([O-:14])=[O:13])=[CH:10][C:5]([C:6]([O:8][CH3:9])=[O:7])=[C:4]([CH3:15])[CH:3]=1)[C:23]1[CH:28]=[CH:27][CH:26]=[CH:25][CH:24]=1. (3) Given the reactants [S:1]1[C:5]2[CH:6]=[CH:7][C:8]([CH2:10][CH2:11][OH:12])=[CH:9][C:4]=2[CH:3]=[CH:2]1.[OH-].[K+].[C:15](#[N:18])[CH:16]=[CH2:17].Cl, predict the reaction product. The product is: [S:1]1[C:5]2[CH:6]=[CH:7][C:8]([CH2:10][CH2:11][O:12][CH2:17][CH2:16][C:15]#[N:18])=[CH:9][C:4]=2[CH:3]=[CH:2]1. (4) Given the reactants [CH:1]1([NH:4][C:5]2[C:10]([N+:11]([O-:13])=[O:12])=[CH:9][CH:8]=[CH:7][C:6]=2[O:14][CH3:15])[CH2:3][CH2:2]1.[Br:16]Br.[NH4+].[OH-], predict the reaction product. The product is: [Br:16][C:8]1[CH:9]=[C:10]([N+:11]([O-:13])=[O:12])[C:5]([NH:4][CH:1]2[CH2:3][CH2:2]2)=[C:6]([O:14][CH3:15])[CH:7]=1.